From a dataset of NCI-60 drug combinations with 297,098 pairs across 59 cell lines. Regression. Given two drug SMILES strings and cell line genomic features, predict the synergy score measuring deviation from expected non-interaction effect. (1) Drug 1: CCCCCOC(=O)NC1=NC(=O)N(C=C1F)C2C(C(C(O2)C)O)O. Drug 2: C1CN(CCN1C(=O)CCBr)C(=O)CCBr. Cell line: T-47D. Synergy scores: CSS=23.5, Synergy_ZIP=-6.21, Synergy_Bliss=-0.396, Synergy_Loewe=2.06, Synergy_HSA=4.58. (2) Drug 1: C1CC(CCC1OC2=C(C(=CC=C2)Cl)F)(CC3=NC(=CC=C3)NC4=NC=CS4)C(=O)O. Drug 2: CC1(CCCN1)C2=NC3=C(C=CC=C3N2)C(=O)N. Cell line: NCI-H460. Synergy scores: CSS=32.3, Synergy_ZIP=0.795, Synergy_Bliss=0.923, Synergy_Loewe=-16.0, Synergy_HSA=2.45. (3) Drug 1: CC1=C2C(C(=O)C3(C(CC4C(C3C(C(C2(C)C)(CC1OC(=O)C(C(C5=CC=CC=C5)NC(=O)OC(C)(C)C)O)O)OC(=O)C6=CC=CC=C6)(CO4)OC(=O)C)OC)C)OC. Drug 2: C1CN(CCN1C(=O)CCBr)C(=O)CCBr. Cell line: MOLT-4. Synergy scores: CSS=71.3, Synergy_ZIP=-3.54, Synergy_Bliss=-6.17, Synergy_Loewe=-6.66, Synergy_HSA=-4.27. (4) Drug 1: CC1C(C(CC(O1)OC2CC(CC3=C2C(=C4C(=C3O)C(=O)C5=C(C4=O)C(=CC=C5)OC)O)(C(=O)CO)O)N)O.Cl. Drug 2: CC1C(C(CC(O1)OC2CC(CC3=C2C(=C4C(=C3O)C(=O)C5=C(C4=O)C(=CC=C5)OC)O)(C(=O)C)O)N)O.Cl. Cell line: NCI-H322M. Synergy scores: CSS=15.3, Synergy_ZIP=0.130, Synergy_Bliss=2.48, Synergy_Loewe=0.727, Synergy_HSA=2.36. (5) Drug 1: C1C(C(OC1N2C=NC3=C(N=C(N=C32)Cl)N)CO)O. Drug 2: B(C(CC(C)C)NC(=O)C(CC1=CC=CC=C1)NC(=O)C2=NC=CN=C2)(O)O. Cell line: TK-10. Synergy scores: CSS=1.68, Synergy_ZIP=-0.471, Synergy_Bliss=-6.23, Synergy_Loewe=-51.5, Synergy_HSA=-9.07. (6) Drug 1: C1=CC(=CC=C1CCC2=CNC3=C2C(=O)NC(=N3)N)C(=O)NC(CCC(=O)O)C(=O)O. Drug 2: CCC1(C2=C(COC1=O)C(=O)N3CC4=CC5=C(C=CC(=C5CN(C)C)O)N=C4C3=C2)O.Cl. Cell line: SNB-19. Synergy scores: CSS=45.2, Synergy_ZIP=-1.66, Synergy_Bliss=-1.92, Synergy_Loewe=-0.651, Synergy_HSA=1.96. (7) Drug 1: CC1C(C(=O)NC(C(=O)N2CCCC2C(=O)N(CC(=O)N(C(C(=O)O1)C(C)C)C)C)C(C)C)NC(=O)C3=C4C(=C(C=C3)C)OC5=C(C(=O)C(=C(C5=N4)C(=O)NC6C(OC(=O)C(N(C(=O)CN(C(=O)C7CCCN7C(=O)C(NC6=O)C(C)C)C)C)C(C)C)C)N)C. Drug 2: C1CNP(=O)(OC1)N(CCCl)CCCl. Cell line: COLO 205. Synergy scores: CSS=4.90, Synergy_ZIP=-5.56, Synergy_Bliss=-4.04, Synergy_Loewe=-46.9, Synergy_HSA=-9.43. (8) Drug 1: C1=CC(=CC=C1C#N)C(C2=CC=C(C=C2)C#N)N3C=NC=N3. Drug 2: N.N.Cl[Pt+2]Cl. Cell line: NCI-H322M. Synergy scores: CSS=-2.78, Synergy_ZIP=-0.0458, Synergy_Bliss=-2.96, Synergy_Loewe=-4.53, Synergy_HSA=-4.94.